From a dataset of Forward reaction prediction with 1.9M reactions from USPTO patents (1976-2016). Predict the product of the given reaction. (1) Given the reactants O[CH2:2][CH2:3][C:4]1[CH:9]=[CH:8][C:7]([O:10][C:11](=[O:20])[N:12]([CH3:19])[C:13]2[CH:18]=[CH:17][CH:16]=[CH:15][CH:14]=2)=[CH:6][CH:5]=1.[SH:21][C:22]1[CH:27]=[CH:26][CH:25]=[CH:24][N:23]=1, predict the reaction product. The product is: [S:21]=[C:22]1[CH:27]=[CH:26][CH:25]=[CH:24][N:23]1[CH2:2][CH2:3][C:4]1[CH:9]=[CH:8][C:7]([O:10][C:11](=[O:20])[N:12]([CH3:19])[C:13]2[CH:18]=[CH:17][CH:16]=[CH:15][CH:14]=2)=[CH:6][CH:5]=1. (2) Given the reactants [C:1]([C:4]1[CH:56]=[CH:55][C:7]2[NH:8][C:9]([C:11]3[CH:12]=[C:13]([CH2:29][C:30]([NH:32][C@@H:33]([CH2:44][C:45]([O:47]CC4C=CC=CC=4)=[O:46])[C:34]([O:36]CC4C=CC=CC=4)=[O:35])=[O:31])[CH:14]=[C:15]([C:18]4[CH:23]=[C:22]([S:24](=[O:27])(=[O:26])[NH2:25])[CH:21]=[CH:20][C:19]=4[OH:28])[C:16]=3[OH:17])=[N:10][C:6]=2[CH:5]=1)(=[NH:3])[NH2:2].[H][H], predict the reaction product. The product is: [C:1]([C:4]1[CH:56]=[CH:55][C:7]2[NH:8][C:9]([C:11]3[CH:12]=[C:13]([CH2:29][C:30]([NH:32][C@@H:33]([CH2:44][C:45]([OH:47])=[O:46])[C:34]([OH:36])=[O:35])=[O:31])[CH:14]=[C:15]([C:18]4[CH:23]=[C:22]([S:24](=[O:27])(=[O:26])[NH2:25])[CH:21]=[CH:20][C:19]=4[OH:28])[C:16]=3[OH:17])=[N:10][C:6]=2[CH:5]=1)(=[NH:2])[NH2:3].